This data is from Full USPTO retrosynthesis dataset with 1.9M reactions from patents (1976-2016). The task is: Predict the reactants needed to synthesize the given product. (1) Given the product [CH3:1][C:2]1[CH:8]=[CH:7][C:6]([CH3:9])=[CH:5][C:3]=1[NH:4][C:14](=[O:15])[CH2:13][C:12](=[O:19])[CH:11]([CH3:20])[CH3:10], predict the reactants needed to synthesize it. The reactants are: [CH3:1][C:2]1[CH:8]=[CH:7][C:6]([CH3:9])=[CH:5][C:3]=1[NH2:4].[CH3:10][CH:11]([CH3:20])[C:12](=[O:19])[CH2:13][C:14](OCC)=[O:15]. (2) Given the product [F:28][C:29]1[C:39]2[C:40]3[C:32]([CH2:33][C@H:34]([OH:41])[C:35]=3[CH:36]=[CH:37][CH:38]=2)=[CH:31][CH:30]=1, predict the reactants needed to synthesize it. The reactants are: B1(C)OC(C2C=CC=CC=2)(C2C=CC=CC=2)[C@@H]2N1CCC2.B.C1COCC1.[F:28][C:29]1[C:39]2[C:40]3[C:32]([CH2:33][C:34](=[O:41])[C:35]=3[CH:36]=[CH:37][CH:38]=2)=[CH:31][CH:30]=1.Cl.